Dataset: Full USPTO retrosynthesis dataset with 1.9M reactions from patents (1976-2016). Task: Predict the reactants needed to synthesize the given product. (1) Given the product [CH:1]([N:14]1[CH2:17][CH:16]([NH:18][C:19](=[O:21])[CH3:20])[CH2:15]1)([C:8]1[CH:13]=[CH:12][CH:11]=[CH:10][CH:9]=1)[C:2]1[CH:3]=[CH:4][CH:5]=[CH:6][CH:7]=1, predict the reactants needed to synthesize it. The reactants are: [CH:1]([N:14]1[CH2:17][CH:16]([NH2:18])[CH2:15]1)([C:8]1[CH:13]=[CH:12][CH:11]=[CH:10][CH:9]=1)[C:2]1[CH:7]=[CH:6][CH:5]=[CH:4][CH:3]=1.[C:19](Cl)(=[O:21])[CH3:20]. (2) Given the product [OH:22][C:19]1[CH:20]=[CH:21][C:16]([C:14](=[O:15])[CH2:13][N:1]2[CH:5]=[CH:4][CH:3]=[C:2]2[C:6]([O:8][CH3:9])=[O:7])=[CH:17][CH:18]=1, predict the reactants needed to synthesize it. The reactants are: [NH:1]1[CH:5]=[CH:4][CH:3]=[C:2]1[C:6]([O:8][CH3:9])=[O:7].[H-].[Na+].Br[CH2:13][C:14]([C:16]1[CH:21]=[CH:20][C:19]([OH:22])=[CH:18][CH:17]=1)=[O:15].[NH4+].[Cl-]. (3) Given the product [Cl:8][C:6]1[N:5]=[C:4]([O:9][CH3:10])[N:3]=[C:2]([NH:22][CH2:21][CH2:20][C:14]2[CH:15]=[CH:16][C:17]([O:18][CH3:19])=[C:12]([F:11])[CH:13]=2)[CH:7]=1, predict the reactants needed to synthesize it. The reactants are: Cl[C:2]1[CH:7]=[C:6]([Cl:8])[N:5]=[C:4]([O:9][CH3:10])[N:3]=1.[F:11][C:12]1[CH:13]=[C:14]([CH2:20][CH2:21][NH2:22])[CH:15]=[CH:16][C:17]=1[O:18][CH3:19].C(=O)(O)[O-].[Na+].O. (4) Given the product [CH2:1]([O:8][C@@H:9]1[C@H:13]([CH2:14][O:15][CH2:16][C:17]2[CH:22]=[CH:21][CH:20]=[CH:19][CH:18]=2)[CH2:12][C@@H:11]([O:23][C:31]2[CH:32]=[C:27]([Cl:26])[N:28]=[CH:29][N:30]=2)[CH2:10]1)[C:2]1[CH:3]=[CH:4][CH:5]=[CH:6][CH:7]=1, predict the reactants needed to synthesize it. The reactants are: [CH2:1]([O:8][C@@H:9]1[C@H:13]([CH2:14][O:15][CH2:16][C:17]2[CH:22]=[CH:21][CH:20]=[CH:19][CH:18]=2)[CH2:12][C@@H:11]([OH:23])[CH2:10]1)[C:2]1[CH:7]=[CH:6][CH:5]=[CH:4][CH:3]=1.[H-].[Na+].[Cl:26][C:27]1[CH:32]=[C:31](Cl)[N:30]=[CH:29][N:28]=1. (5) Given the product [Cl:1][C:2]1[N:11]=[CH:10][C:9]2[N:8]([CH3:17])[C:7](=[O:12])[CH2:6][N:5]([CH:13]([CH3:15])[CH3:14])[C:4]=2[N:3]=1, predict the reactants needed to synthesize it. The reactants are: [Cl:1][C:2]1[N:11]=[CH:10][C:9]2[NH:8][C:7](=[O:12])[CH2:6][N:5]([CH:13]([CH3:15])[CH3:14])[C:4]=2[N:3]=1.I[CH3:17].[H-].[Na+].